Task: Predict the product of the given reaction.. Dataset: Forward reaction prediction with 1.9M reactions from USPTO patents (1976-2016) (1) Given the reactants [NH2:1][C:2]1[C:3]([NH:18][CH3:19])=[CH:4][C:5]([O:13][CH2:14][CH:15]([F:17])[F:16])=[C:6]([CH:12]=1)[C:7]([O:9][CH2:10][CH3:11])=[O:8].[Cl:20][C:21]1[CH:37]=[CH:36][C:24]([CH2:25][NH:26][C:27]([C:29]2([C:32]([F:35])([F:34])[F:33])[CH2:31][CH2:30]2)=[O:28])=[CH:23][C:22]=1[N:38]=[C:39]=S.CC(C)N=C=NC(C)C, predict the reaction product. The product is: [Cl:20][C:21]1[CH:37]=[CH:36][C:24]([CH2:25][NH:26][C:27]([C:29]2([C:32]([F:35])([F:34])[F:33])[CH2:31][CH2:30]2)=[O:28])=[CH:23][C:22]=1[NH:38][C:39]1[N:18]([CH3:19])[C:3]2[CH:4]=[C:5]([O:13][CH2:14][CH:15]([F:16])[F:17])[C:6]([C:7]([O:9][CH2:10][CH3:11])=[O:8])=[CH:12][C:2]=2[N:1]=1. (2) Given the reactants II.[Mg].Br[C:5]1[CH:10]=[CH:9][C:8]([C:11]2[CH:16]=[CH:15][CH:14]=[CH:13][CH:12]=2)=[C:7]([F:17])[CH:6]=1.[C:18](=[O:20])=[O:19].Cl, predict the reaction product. The product is: [F:17][C:7]1[CH:6]=[C:5]([C:18]([OH:20])=[O:19])[CH:10]=[CH:9][C:8]=1[C:11]1[CH:16]=[CH:15][CH:14]=[CH:13][CH:12]=1. (3) Given the reactants [F-].C([N+](CCCC)(CCCC)CCCC)CCC.[Br:19][C:20]1[CH:25]=[CH:24][C:23]([C:26](=[O:31])[C:27]([F:30])([F:29])[F:28])=[CH:22][C:21]=1[CH2:32][CH3:33].C[Si](C)(C)[C:36]([F:39])([F:38])[F:37].C1COCC1, predict the reaction product. The product is: [Br:19][C:20]1[CH:25]=[CH:24][C:23]([C:26]([OH:31])([C:36]([F:39])([F:38])[F:37])[C:27]([F:29])([F:30])[F:28])=[CH:22][C:21]=1[CH2:32][CH3:33]. (4) Given the reactants [CH3:1][O:2][N:3]([CH3:21])[C:4]([C@H:6]1[CH2:11][CH2:10][C@@H:9]([C:12](=[O:20])[C:13]2[CH:18]=[CH:17][C:16]([Cl:19])=[CH:15][CH:14]=2)[CH2:8][CH2:7]1)=[O:5].[CH2:22]([O:24]C(OCC)OCC)[CH3:23].C(O)CO, predict the reaction product. The product is: [CH3:1][O:2][N:3]([CH3:21])[C:4]([C@H:6]1[CH2:7][CH2:8][C@@H:9]([C:12]2([C:13]3[CH:18]=[CH:17][C:16]([Cl:19])=[CH:15][CH:14]=3)[O:24][CH2:22][CH2:23][O:20]2)[CH2:10][CH2:11]1)=[O:5]. (5) Given the reactants [Cl:1][C:2]1[CH:3]=[CH:4][C:5]([O:34][CH:35]([F:37])[F:36])=[C:6]([C:8]2[C:12]([NH:13][C:14]([C:16]3[CH:17]=[N:18][N:19]4[CH:24]=[CH:23][CH:22]=[N:21][C:20]=34)=[O:15])=[CH:11][N:10]([CH2:25][C:26](=[O:33])[N:27]3[CH2:32][CH2:31][NH:30][CH2:29][CH2:28]3)[N:9]=2)[CH:7]=1.CCN(C(C)C)C(C)C.Br[CH2:48][C:49]1[CH2:53][O:52][C:51](=[O:54])[CH:50]=1, predict the reaction product. The product is: [Cl:1][C:2]1[CH:3]=[CH:4][C:5]([O:34][CH:35]([F:37])[F:36])=[C:6]([C:8]2[C:12]([NH:13][C:14]([C:16]3[CH:17]=[N:18][N:19]4[CH:24]=[CH:23][CH:22]=[N:21][C:20]=34)=[O:15])=[CH:11][N:10]([CH2:25][C:26](=[O:33])[N:27]3[CH2:28][CH2:29][N:30]([CH2:48][C:49]4[CH2:53][O:52][C:51](=[O:54])[CH:50]=4)[CH2:31][CH2:32]3)[N:9]=2)[CH:7]=1. (6) Given the reactants [F:1][C:2]([F:24])([F:23])[C:3]1[CH:4]=[C:5]2[C:9](=[CH:10][CH:11]=1)[NH:8][N:7]=[C:6]2[N:12]1[C:20](=[O:21])[C:19]2[C:14](=[CH:15][CH:16]=[CH:17][CH:18]=2)[C:13]1=[O:22].C([O-])([O-])=O.[K+].[K+].[CH2:31](Br)[CH:32]=[CH2:33], predict the reaction product. The product is: [CH2:33]([N:8]1[C:9]2[C:5](=[CH:4][C:3]([C:2]([F:23])([F:1])[F:24])=[CH:11][CH:10]=2)[C:6]([N:12]2[C:20](=[O:21])[C:19]3[C:14](=[CH:15][CH:16]=[CH:17][CH:18]=3)[C:13]2=[O:22])=[N:7]1)[CH:32]=[CH2:31].